From a dataset of Reaction yield outcomes from USPTO patents with 853,638 reactions. Predict the reaction yield, written as a fraction of the theoretical maximum amount of product (1.0 means a 100% yield; for example, 0.34 means a 34% yield). (1) The reactants are [CH2:1]([O:8][C@H:9]1[CH2:13][CH2:12][CH2:11][C@@H:10]1[C:14]1[N:18](C2CCCCO2)[N:17]=[CH:16][CH:15]=1)[C:2]1[CH:7]=[CH:6][CH:5]=[CH:4][CH:3]=1. The catalyst is ClCCl.FC(F)(F)C(O)=O. The product is [CH2:1]([O:8][C@H:9]1[CH2:13][CH2:12][CH2:11][C@@H:10]1[C:14]1[NH:18][N:17]=[CH:16][CH:15]=1)[C:2]1[CH:3]=[CH:4][CH:5]=[CH:6][CH:7]=1. The yield is 0.980. (2) The reactants are [F:1][C:2]1[CH:7]=[CH:6][C:5]([C:8]2[N:9]=[C:10]3[CH:15]=[CH:14][C:13](S(C)(=O)=O)=[N:12][N:11]3[C:20]=2[C:21]2[CH:22]=[CH:23][C:24]3[N:25]([CH:27]=[C:28]([NH:30][C:31](=[O:38])[C:32]4[CH:37]=[CH:36][N:35]=[CH:34][CH:33]=4)[N:29]=3)[N:26]=2)=[CH:4][CH:3]=1.[NH:39]1[CH2:43][CH2:42][CH2:41][CH2:40]1. The catalyst is CN1C(=O)CCC1. The product is [F:1][C:2]1[CH:7]=[CH:6][C:5]([C:8]2[N:9]=[C:10]3[CH:15]=[CH:14][C:13]([N:39]4[CH2:43][CH2:42][CH2:41][CH2:40]4)=[N:12][N:11]3[C:20]=2[C:21]2[CH:22]=[CH:23][C:24]3[N:25]([CH:27]=[C:28]([NH:30][C:31](=[O:38])[C:32]4[CH:37]=[CH:36][N:35]=[CH:34][CH:33]=4)[N:29]=3)[N:26]=2)=[CH:4][CH:3]=1. The yield is 0.0929. (3) The reactants are [F:1][C:2]1[CH:3]=[C:4]2[C:9](=[CH:10][CH:11]=1)[N:8]=[C:7]([NH:12][C:13](=[O:17])OCC)[C:6]([O:18][CH3:19])=[N:5]2.[C:20]([C:23]1[CH:28]=[CH:27][C:26]([N:29]2[CH2:34][CH2:33][NH:32][CH2:31][CH2:30]2)=[CH:25][CH:24]=1)(=[O:22])[CH3:21]. No catalyst specified. The product is [F:1][C:2]1[CH:3]=[C:4]2[C:9](=[CH:10][CH:11]=1)[N:8]=[C:7]([NH:12][C:13]([N:32]1[CH2:31][CH2:30][N:29]([C:26]3[CH:25]=[CH:24][C:23]([C:20](=[O:22])[CH3:21])=[CH:28][CH:27]=3)[CH2:34][CH2:33]1)=[O:17])[C:6]([O:18][CH3:19])=[N:5]2. The yield is 0.910. (4) The reactants are BrC[C:3]1[CH:4]=[C:5]([CH:8]=[CH:9][CH:10]=1)[C:6]#[N:7].[CH3:11][C:12]([O:15][C:16]([NH:18][C:19]([O:21][C:22]([CH3:25])([CH3:24])[CH3:23])=[O:20])=[O:17])([CH3:14])[CH3:13].C(=O)([O-])[O-].[Cs+].[Cs+]. The catalyst is C1COCC1.[I-].[Li+]. The product is [C:22]([O:21][C:19]([N:18]([C:16]([O:15][C:12]([CH3:14])([CH3:13])[CH3:11])=[O:17])[C:3]1[CH:4]=[C:5]([CH:8]=[CH:9][CH:10]=1)[C:6]#[N:7])=[O:20])([CH3:25])([CH3:24])[CH3:23]. The yield is 0.870. (5) The reactants are [H-].[Al+3].[Li+].[H-].[H-].[H-].[CH2:7]([C:9]1[CH:10]=[N:11][CH:12]=[C:13]([F:20])[C:14]=1[C:15](OCC)=[O:16])[CH3:8]. The product is [CH2:7]([C:9]1[CH:10]=[N:11][CH:12]=[C:13]([F:20])[C:14]=1[CH2:15][OH:16])[CH3:8]. The catalyst is C1COCC1. The yield is 0.950. (6) The reactants are CC([O-])(C)C.[K+].CC1C=CC(S([CH2:17][N+:18]#[C-])(=O)=O)=CC=1.[Cl:20][C:21]1[CH:22]=[C:23]([CH:26]=[CH:27][C:28]=1[O:29][CH3:30])[CH:24]=O.CO. The catalyst is C1COCC1.O. The product is [Cl:20][C:21]1[CH:22]=[C:23]([CH2:24][C:17]#[N:18])[CH:26]=[CH:27][C:28]=1[O:29][CH3:30]. The yield is 0.830.